This data is from Forward reaction prediction with 1.9M reactions from USPTO patents (1976-2016). The task is: Predict the product of the given reaction. (1) Given the reactants [OH:1][C:2]1[CH:3]=[C:4]([CH:8]=[C:9]([OH:11])[CH:10]=1)[C:5]([OH:7])=[O:6].[CH2:12](O)[CH:13]=[CH2:14].C[Si](Cl)(C)C, predict the reaction product. The product is: [CH2:14]([O:6][C:5](=[O:7])[C:4]1[CH:3]=[C:2]([OH:1])[CH:10]=[C:9]([OH:11])[CH:8]=1)[CH:13]=[CH2:12]. (2) Given the reactants [N:1]1([C:10]2[N:18]=[C:17](Cl)[N:16]=[C:15]3[C:11]=2[N:12]=[CH:13][NH:14]3)[C:5]2[CH:6]=[CH:7][CH:8]=[CH:9][C:4]=2[N:3]=[CH:2]1.[CH2:20]([CH2:22][NH2:23])[OH:21], predict the reaction product. The product is: [N:1]1([C:10]2[N:18]=[C:17]([NH:23][CH2:22][CH2:20][OH:21])[N:16]=[C:15]3[C:11]=2[N:12]=[CH:13][NH:14]3)[C:5]2[CH:6]=[CH:7][CH:8]=[CH:9][C:4]=2[N:3]=[CH:2]1. (3) Given the reactants [NH3:1].[N+:2]([C:5]1[CH:10]=[CH:9][N:8]2[CH:11]=[C:12]([C:14]([O:16]CC)=O)[N:13]=[C:7]2[CH:6]=1)([O-:4])=[O:3].Cl, predict the reaction product. The product is: [N+:2]([C:5]1[CH:10]=[CH:9][N:8]2[CH:11]=[C:12]([C:14]([NH2:1])=[O:16])[N:13]=[C:7]2[CH:6]=1)([O-:4])=[O:3]. (4) Given the reactants [O:1]1[CH2:6][CH2:5][N:4]([CH2:7][C:8]2[N:13]=[C:12]([NH2:14])[CH:11]=[CH:10][CH:9]=2)[CH2:3][CH2:2]1.[F:15][C:16]([F:36])([F:35])[C:17]1[CH:22]=[CH:21][CH:20]=[CH:19][C:18]=1[C:23]1[CH:24]=[CH:25][C:26]2[N:27]([C:29]([C:32](O)=[O:33])=[CH:30][N:31]=2)[N:28]=1.CN(C(ON1N=NC2C=CC=NC1=2)=[N+](C)C)C.F[P-](F)(F)(F)(F)F.CCN(C(C)C)C(C)C, predict the reaction product. The product is: [O:1]1[CH2:6][CH2:5][N:4]([CH2:7][C:8]2[N:13]=[C:12]([NH:14][C:32]([C:29]3[N:27]4[N:28]=[C:23]([C:18]5[CH:19]=[CH:20][CH:21]=[CH:22][C:17]=5[C:16]([F:36])([F:15])[F:35])[CH:24]=[CH:25][C:26]4=[N:31][CH:30]=3)=[O:33])[CH:11]=[CH:10][CH:9]=2)[CH2:3][CH2:2]1. (5) The product is: [F:1][C:2]1[CH:3]=[C:4]2[C:8](=[CH:9][CH:10]=1)[N:7]([CH:11]([CH3:12])[CH3:13])[N:6]=[C:5]2[C:14]([OH:16])=[O:15]. Given the reactants [F:1][C:2]1[CH:3]=[C:4]2[C:8](=[CH:9][CH:10]=1)[N:7]([CH:11]([CH3:13])[CH3:12])[N:6]=[C:5]2[C:14]([O:16]CC)=[O:15].[OH-].[Na+].Cl, predict the reaction product. (6) The product is: [F:35][C:32]1[CH:33]=[CH:34][C:29]([CH2:28][N:7]2[C:8]3[CH:9]=[N:10][C:11]4[C:12](=[O:27])[N:13]([OH:18])[CH2:14][CH2:15][C:16]=4[C:17]=3[C:5]([CH2:37][OH:38])=[CH:6]2)=[CH:30][CH:31]=1. Given the reactants CN(C[C:5]1[C:17]2[C:16]3[CH2:15][CH2:14][N:13]([O:18]COCC[Si](C)(C)C)[C:12](=[O:27])[C:11]=3[N:10]=[CH:9][C:8]=2[N:7]([CH2:28][C:29]2[CH:34]=[CH:33][C:32]([F:35])=[CH:31][CH:30]=2)[CH:6]=1)C.Cl[C:37](OC1C=CC=CC=1)=[O:38], predict the reaction product.